This data is from Experimentally validated miRNA-target interactions with 360,000+ pairs, plus equal number of negative samples. The task is: Binary Classification. Given a miRNA mature sequence and a target amino acid sequence, predict their likelihood of interaction. (1) The miRNA is hsa-miR-4681 with sequence AACGGGAAUGCAGGCUGUAUCU. The protein sequence of the target gene is MAQLEGYYFSAALSCTFLVSCLLFSAFSRALREPYMDEIFHLPQAQRYCEGHFSLSQWDPMITTLPGLYLVSIGVIKPAIWIFGWSEHVVCSIGMLRFVNLLFSVGNFYLLYLLFCKVQPRNKAASSIQRVLSTLTLAVFPTLYFFNFLYYTEAGSMFFTLFAYLMCLYGNHKTSAFLGFCGFMFRQTNIIWAVFCAGNVIAQKLTEAWKTELQKKEDRLPPIKGPFAEFRKILQFLLAYSMSFKNLSMLLLLTWPYILLGFLFCAFVVVNGGIVIGDRSSHEACLHFPQLFYFFSFTLF.... Result: 0 (no interaction). (2) The miRNA is hsa-miR-3065-3p with sequence UCAGCACCAGGAUAUUGUUGGAG. The protein sequence of the target gene is MVKLAKAGKNQGDPKKMAPPPKEVEEDSEDEEMSEDEEDDSSGEEVVIPQKKGKKAAATSAKKVVVSPTKKVAVATPAKKAAVTPGKKAAATPAKKTVTPAKAVTTPGKKGATPGKALVATPGKKGAAIPAKGAKNGKNAKKEDSDEEEDDDSEEDEEDDEDEDEDEDEIEPAAMKAAAAAPASEDEDDEDDEDDEDDDDDEEDDSEEEAMETTPAKGKKAAKVVPVKAKNVAEDEDEEEDDEDEDDDDDEDDEDDDDEDDEEEEEEEEEEPVKEAPGKRKKEMAKQKAAPEAKKQKVEG.... Result: 0 (no interaction). (3) The miRNA is mmu-miR-290b-5p with sequence GCUUAAAACUAGGCGGCACUUU. The protein sequence of the target gene is MAGIIKKQILKHLSRFTKNLSPDKINLSTLKGEGELKNLELDEEVLQNMLDLPTWLAINKVFCNKASIRIPWTKLKTHPICLSLDKVIMEMSTCEEPRSPNGPSPIATASGQSEYGFAEKVVEGISVSVNSIVIRIGAKAFNASFELSQLRIYSVNAHWEHGDLRFTRIQDPQRGEVLTFKEINWQMIRIEADATQSSHLEIMCAPVRLITNQSKIRVTLKRRLKDCNVIATKLVLILDDLLWVLTDSQLKAMVQYAKSLSEAIEKSTEQRKSMAPEPTQSSTVVASAQQVKTTQTSNAP.... Result: 0 (no interaction). (4) The miRNA is hsa-miR-3152-3p with sequence UGUGUUAGAAUAGGGGCAAUAA. The protein sequence of the target gene is MHYCVLRTFLLLHLVPVALSLSTCSTLDMDQFMRKRIEAIRGQILSKLKLTSPPEDYPEPDEVPPEVISIYNSTRDLLQEKASRRAAACERERSDEEYYAKEVYKIDMPSHFPSETVCPVVTTSSGSVGSFCSIQSQVLCGYLDAIPPTFYRPYFRIVRFDVSTMEKNASNLVKAEFRVFRLQNPKARVAEQRIELYQILKSKDLTSPTQRYIDSKVVKTRAEGEWLSFDVTDAVHEWLHHKDRNLGFKISLHCPCCTFIPSNNYIIPNKSQELEARFAGIDGTSTYASGDQKTIKSTRK.... Result: 0 (no interaction). (5) The miRNA is hsa-miR-4528 with sequence UCAUUAUAUGUAUGAUCUGGAC. The protein sequence of the target gene is MVEADRPGKLFIGGLNTETNEKALEAVFGKYGRIVEVLLMKDRETNKSRGFAFVTFESPADAKDAARDMNGKSLDGKAIKVEQATKPSFESGRRGLPPPPRSRGPPRGLRGGRGGSGGTRGPPSRGGHMDDGGYSMNFTMSSSRGPLPVKRGPPPRSGGPPPKRSAPSGPVRSSSGLGGRAPVSRGRDGYGGPPRREPLPSRRDVYLSPRDDGYSTKDSYSSREYPSSRDTRDYAPPPRDYTYRDYGHSSSRDDYPSRGYSDRDGYGRDRDYSDHPSGGSYRDSYESYGNSRSAPPTRGP.... Result: 0 (no interaction). (6) The miRNA is hsa-miR-4279 with sequence CUCUCCUCCCGGCUUC. The protein sequence of the target gene is MELCRSLALLGGSLGLMFCLIALSTDFWFEAVGPTHSAHSGLWPTGHGDIISGYIHVTQTFSIMAVLWALVSVSFLVLSCFPSLFPPGHGPLVSTTAAFAAAISMVVAMAVYTSERWDQPPHPQIQTFFSWSFYLGWVSAILLLCTGALSLGAHCGGPRPGYETL. Result: 0 (no interaction). (7) The miRNA is hsa-miR-6807-3p with sequence CACUGCAUUCCUGCUUGGCCCAG. The protein sequence of the target gene is MSRPSSTGPSANKPCSKQPPPPQTPHAPSPAAPPAAATISAAGPGSSAVPAAAAVISGPGAGGGADPVSPQHHELTSLFECPVCFDYVLPPILQCQAGHLVCNQCRQKLSCCPTCRGALTPSIRNLAMEKVASAVLFPCKYATTGCSLTLHHTEKPEHEDICEYRPYSCPCPGASCKWQGSLEAVMSHLMHAHKSITTLQGEDIVFLATDINLPGAVDWVMMQSCFGHHFMLVLEKQEKYEGHQQFFAIVLLIGTRKQAENFAYRLELNGNRRRLTWEATPRSIHDGVAAAIMNSDCLVF.... Result: 0 (no interaction).